Dataset: NCI-60 drug combinations with 297,098 pairs across 59 cell lines. Task: Regression. Given two drug SMILES strings and cell line genomic features, predict the synergy score measuring deviation from expected non-interaction effect. (1) Drug 1: CCCS(=O)(=O)NC1=C(C(=C(C=C1)F)C(=O)C2=CNC3=C2C=C(C=N3)C4=CC=C(C=C4)Cl)F. Cell line: HCT-15. Drug 2: CS(=O)(=O)OCCCCOS(=O)(=O)C. Synergy scores: CSS=-2.55, Synergy_ZIP=1.84, Synergy_Bliss=-3.06, Synergy_Loewe=-8.44, Synergy_HSA=-8.86. (2) Drug 1: COC1=CC(=CC(=C1O)OC)C2C3C(COC3=O)C(C4=CC5=C(C=C24)OCO5)OC6C(C(C7C(O6)COC(O7)C8=CC=CS8)O)O. Drug 2: CC1=C(C(CCC1)(C)C)C=CC(=CC=CC(=CC(=O)O)C)C. Cell line: T-47D. Synergy scores: CSS=35.0, Synergy_ZIP=-10.1, Synergy_Bliss=-3.72, Synergy_Loewe=-6.40, Synergy_HSA=0.140. (3) Drug 1: C1C(C(OC1N2C=C(C(=O)NC2=O)F)CO)O. Drug 2: C1=CN(C(=O)N=C1N)C2C(C(C(O2)CO)O)O.Cl. Cell line: MALME-3M. Synergy scores: CSS=43.7, Synergy_ZIP=-0.584, Synergy_Bliss=0.0595, Synergy_Loewe=3.92, Synergy_HSA=6.60. (4) Drug 1: COC1=NC(=NC2=C1N=CN2C3C(C(C(O3)CO)O)O)N. Drug 2: CC12CCC3C(C1CCC2OP(=O)(O)O)CCC4=C3C=CC(=C4)OC(=O)N(CCCl)CCCl.[Na+]. Cell line: MCF7. Synergy scores: CSS=-18.9, Synergy_ZIP=7.45, Synergy_Bliss=-2.73, Synergy_Loewe=-9.18, Synergy_HSA=-12.0. (5) Drug 1: CC12CCC3C(C1CCC2=O)CC(=C)C4=CC(=O)C=CC34C. Drug 2: COC1=C2C(=CC3=C1OC=C3)C=CC(=O)O2. Cell line: MALME-3M. Synergy scores: CSS=42.0, Synergy_ZIP=2.05, Synergy_Bliss=2.37, Synergy_Loewe=1.14, Synergy_HSA=0.598.